Dataset: Reaction yield outcomes from USPTO patents with 853,638 reactions. Task: Predict the reaction yield, written as a fraction of the theoretical maximum amount of product (1.0 means a 100% yield; for example, 0.34 means a 34% yield). (1) The reactants are [Br:1][C:2]1[CH:3]=[C:4]2[C:10]([I:11])=[CH:9][NH:8][C:5]2=[N:6][CH:7]=1.[H-].[Na+].[C:14]1([CH3:24])[CH:19]=[CH:18][C:17]([S:20](Cl)(=[O:22])=[O:21])=[CH:16][CH:15]=1.Cl. The catalyst is C1COCC1. The product is [Br:1][C:2]1[CH:3]=[C:4]2[C:10]([I:11])=[CH:9][N:8]([S:20]([C:17]3[CH:18]=[CH:19][C:14]([CH3:24])=[CH:15][CH:16]=3)(=[O:22])=[O:21])[C:5]2=[N:6][CH:7]=1. The yield is 0.810. (2) The reactants are [P:1]([O-:8])([O:5][CH2:6][CH3:7])[O:2][CH2:3][CH3:4].[CH2:9]=[O:10].[C:11]1([CH3:21])[CH:16]=[CH:15][C:14]([S:17](Cl)(=[O:19])=[O:18])=[CH:13][CH:12]=1. The catalyst is C(N(CC)CC)C.C1(C)C=CC=CC=1. The product is [C:11]1([CH3:21])[CH:16]=[CH:15][C:14]([S:17]([O:10][CH2:9][P:1](=[O:8])([O:5][CH2:6][CH3:7])[O:2][CH2:3][CH3:4])(=[O:19])=[O:18])=[CH:13][CH:12]=1. The yield is 0.776. (3) The catalyst is CN(C=O)C.O. The yield is 0.820. The product is [Br:1][C:2]1[CH:10]=[CH:9][C:5]([C:6]2[CH2:28][C:27]([C:25]3[CH:24]=[C:23]([Cl:33])[CH:22]=[C:21]([Cl:20])[CH:26]=3)([C:29]([F:30])([F:32])[F:31])[O:8][N:7]=2)=[CH:4][C:3]=1[CH3:11]. The reactants are [Br:1][C:2]1[CH:10]=[CH:9][C:5]([CH:6]=[N:7][OH:8])=[CH:4][C:3]=1[CH3:11].C1C(=O)N(Cl)C(=O)C1.[Cl:20][C:21]1[CH:26]=[C:25]([C:27]([C:29]([F:32])([F:31])[F:30])=[CH2:28])[CH:24]=[C:23]([Cl:33])[CH:22]=1.CCN(CC)CC. (4) The reactants are Cl.[CH2:2]([O:9][C:10](=[O:16])[C@H:11]1[CH2:15][CH2:14][CH2:13][NH:12]1)[C:3]1[CH:8]=[CH:7][CH:6]=[CH:5][CH:4]=1.[C:17]([CH2:20][C:21]1[N:26]=[C:25]([CH2:27][C:28]([OH:30])=O)[CH:24]=[CH:23][CH:22]=1)([OH:19])=O. The catalyst is CO.CCOC(C)=O. The product is [CH2:2]([O:9][C:10]([C@H:11]1[CH2:15][CH2:14][CH2:13][N:12]1[C:17](=[O:19])[CH2:20][C:21]1[CH:22]=[CH:23][CH:24]=[C:25]([CH2:27][C:28]([N:12]2[CH2:13][CH2:14][CH2:15][C@@H:11]2[C:10]([O:9][CH2:2][C:3]2[CH:8]=[CH:7][CH:6]=[CH:5][CH:4]=2)=[O:16])=[O:30])[N:26]=1)=[O:16])[C:3]1[CH:4]=[CH:5][CH:6]=[CH:7][CH:8]=1. The yield is 0.0800.